Task: Predict the product of the given reaction.. Dataset: Forward reaction prediction with 1.9M reactions from USPTO patents (1976-2016) (1) Given the reactants [O:1]=[C:2]1[CH:7]=[C:6]([C:8]([NH:10][NH2:11])=O)[CH:5]=[CH:4][NH:3]1.[N:12]([CH3:15])=[C:13]=[S:14].[OH-].[Na+].CC(O)=O, predict the reaction product. The product is: [CH3:15][N:12]1[C:13](=[S:14])[NH:11][N:10]=[C:8]1[C:6]1[CH:5]=[CH:4][NH:3][C:2](=[O:1])[CH:7]=1. (2) Given the reactants [NH2:1][C:2]1[N:10]=[CH:9][CH:8]=[CH:7][C:3]=1[C:4]([OH:6])=O.[NH2:11][C:12]1[C:17]([F:18])=[CH:16][CH:15]=[CH:14][C:13]=1O, predict the reaction product. The product is: [F:18][C:17]1[C:12]2[N:11]=[C:4]([C:3]3[C:2]([NH2:1])=[N:10][CH:9]=[CH:8][CH:7]=3)[O:6][C:13]=2[CH:14]=[CH:15][CH:16]=1. (3) The product is: [NH2:10][C:11]1[N:20]=[CH:19][C:18]2[C:17]([NH:9][C@@H:7]([C:1]3[CH:6]=[CH:5][CH:4]=[CH:3][CH:2]=3)[CH3:8])=[N:16][CH:15]=[N:14][C:13]=2[CH:12]=1. Given the reactants [C:1]1([C@H:7]([NH2:9])[CH3:8])[CH:6]=[CH:5][CH:4]=[CH:3][CH:2]=1.[NH2:10][C:11]1[N:20]=[CH:19][C:18]2[C:17](SC)=[N:16][CH:15]=[N:14][C:13]=2[CH:12]=1.O, predict the reaction product.